Dataset: Catalyst prediction with 721,799 reactions and 888 catalyst types from USPTO. Task: Predict which catalyst facilitates the given reaction. Reactant: Br[C:2]1[S:3][C:4]([C:7]2[NH:8][C:9]3[CH:15]=[C:14]([Cl:16])[C:13]([Cl:17])=[CH:12][C:10]=3[N:11]=2)=[CH:5][CH:6]=1.[Na].C([Li])CCC.CN(C)[CH:26]=[O:27]. Product: [CH:26]([C:2]1[S:3][C:4]([C:7]2[NH:8][C:9]3[CH:15]=[C:14]([Cl:16])[C:13]([Cl:17])=[CH:12][C:10]=3[N:11]=2)=[CH:5][CH:6]=1)=[O:27]. The catalyst class is: 30.